From a dataset of Forward reaction prediction with 1.9M reactions from USPTO patents (1976-2016). Predict the product of the given reaction. (1) Given the reactants C(N(CC)CC)C.[Cl:8][C:9]1[CH:14]=[CH:13][C:12]([N:15]=[C:16]=[O:17])=[CH:11][CH:10]=1.[Cl-].[CH3:19][O:20][C:21]1([O:42][CH3:43])[CH2:25][NH2+:24][C@@H:23]([C:26](=[O:41])[NH:27][C:28]2[CH:33]=[CH:32][C:31]([N:34]3[CH:39]=[CH:38][CH:37]=[CH:36][C:35]3=[O:40])=[CH:30][CH:29]=2)[CH2:22]1, predict the reaction product. The product is: [Cl:8][C:9]1[CH:14]=[CH:13][C:12]([NH:15][C:16]([N:24]2[CH2:25][C:21]([O:42][CH3:43])([O:20][CH3:19])[CH2:22][C@@H:23]2[C:26]([NH:27][C:28]2[CH:33]=[CH:32][C:31]([N:34]3[CH:39]=[CH:38][CH:37]=[CH:36][C:35]3=[O:40])=[CH:30][CH:29]=2)=[O:41])=[O:17])=[CH:11][CH:10]=1. (2) Given the reactants C(O)(C(F)(F)F)=O.C(O[C:13](=O)[NH:14][C@H:15]([C:17]1[N:21]([C:22]2[CH:26]=[CH:25][N:24]([CH3:27])[N:23]=2)[C:20]2[CH:28]=[C:29]([F:32])[CH:30]=[CH:31][C:19]=2[N:18]=1)[CH3:16])(C)(C)C.ClC1[N:43]=[CH:42][N:41]=[C:40]2[C:36]=1[N:37]=[CH:38][N:39]2C1CCCCO1.CCN(C(C)C)C(C)C, predict the reaction product. The product is: [F:32][C:29]1[CH:30]=[CH:31][C:19]2[N:18]=[C:17]([C@@H:15]([NH:14][C:13]3[N:43]=[CH:42][N:41]=[C:40]4[C:36]=3[N:37]=[CH:38][NH:39]4)[CH3:16])[N:21]([C:22]3[CH:26]=[CH:25][N:24]([CH3:27])[N:23]=3)[C:20]=2[CH:28]=1. (3) Given the reactants Br[C:2]1[C:6](C)=[CH:5][S:4][CH:3]=1.[Li][CH2:9]CCC.C(O[B:17]1[O:21][C:20]([CH3:23])([CH3:22])[C:19]([CH3:25])([CH3:24])[O:18]1)(C)C, predict the reaction product. The product is: [CH3:24][C:19]1([CH3:25])[C:20]([CH3:23])([CH3:22])[O:21][B:17]([C:6]2[CH:2]=[CH:3][S:4][C:5]=2[CH3:9])[O:18]1. (4) The product is: [C:7]([C:6]1[CH:10]=[C:2]([Cl:1])[CH:3]=[CH:4][C:5]=1[S:11][C:23]1[CH:31]=[CH:30][C:29]([F:32])=[CH:28][C:24]=1[C:25]([OH:27])=[O:26])([OH:9])=[O:8]. Given the reactants [Cl:1][C:2]1[CH:3]=[CH:4][C:5]([SH:11])=[C:6]([CH:10]=1)[C:7]([OH:9])=[O:8].SC1C=CC=CC=1C(O)=O.Br[C:23]1[CH:31]=[CH:30][C:29]([F:32])=[CH:28][C:24]=1[C:25]([OH:27])=[O:26], predict the reaction product. (5) Given the reactants [CH3:1][O:2][C:3]1[CH:19]=[CH:18][C:6]([CH2:7][O:8][C:9]2[C:10]([CH2:16][OH:17])=[N:11][C:12]([CH3:15])=[CH:13][CH:14]=2)=[CH:5][CH:4]=1.[H-].[Na+].I[CH3:23], predict the reaction product. The product is: [CH3:1][O:2][C:3]1[CH:19]=[CH:18][C:6]([CH2:7][O:8][C:9]2[C:10]([CH2:16][O:17][CH3:23])=[N:11][C:12]([CH3:15])=[CH:13][CH:14]=2)=[CH:5][CH:4]=1. (6) Given the reactants O[C:2]1[CH:11]=[CH:10][C:5]([C:6]([O:8][CH3:9])=[O:7])=[CH:4][CH:3]=1.C([O:14][P:15](COS(C(F)(F)F)(=O)=O)([O:17]CC)=[O:16])C, predict the reaction product. The product is: [P:15]([C:10]1[CH:11]=[CH:2][CH:3]=[CH:4][C:5]=1[C:6]([O:8][CH3:9])=[O:7])([OH:17])([OH:16])=[O:14]. (7) Given the reactants [CH2:1]([O:8][C:9]1[CH:14]=[C:13]([O:15][CH3:16])[CH:12]=[CH:11][C:10]=1[CH:17]1[CH2:21][N:20]([C:22]2[CH:23]=[C:24]([CH:28]=[CH:29][CH:30]=2)[C:25]([NH2:27])=O)[C:19](=[O:31])[CH2:18]1)[C:2]1[CH:7]=[CH:6][CH:5]=[CH:4][CH:3]=1, predict the reaction product. The product is: [CH2:1]([O:8][C:9]1[CH:14]=[C:13]([O:15][CH3:16])[CH:12]=[CH:11][C:10]=1[CH:17]1[CH2:21][N:20]([C:22]2[CH:23]=[C:24]([CH:28]=[CH:29][CH:30]=2)[C:25]#[N:27])[C:19](=[O:31])[CH2:18]1)[C:2]1[CH:7]=[CH:6][CH:5]=[CH:4][CH:3]=1.